This data is from Reaction yield outcomes from USPTO patents with 853,638 reactions. The task is: Predict the reaction yield, written as a fraction of the theoretical maximum amount of product (1.0 means a 100% yield; for example, 0.34 means a 34% yield). (1) The catalyst is ClCCl. The yield is 0.560. The reactants are [CH3:1][C:2]1[C:14]([C:15](=[O:17])[CH3:16])=[C:13]([C:18]2[CH:23]=[CH:22][CH:21]=[CH:20][CH:19]=2)[C:12]2[C:11]3[CH2:10][CH2:9][NH:8][CH2:7][C:6]=3[S:5][C:4]=2[N:3]=1.Cl[C:25]([O:27][CH3:28])=[O:26].C(=O)([O-])[O-].[K+].[K+]. The product is [CH3:28][O:27][C:25]([N:8]1[CH2:7][C:6]2[S:5][C:4]3[N:3]=[C:2]([CH3:1])[C:14]([C:15](=[O:17])[CH3:16])=[C:13]([C:18]4[CH:23]=[CH:22][CH:21]=[CH:20][CH:19]=4)[C:12]=3[C:11]=2[CH2:10][CH2:9]1)=[O:26]. (2) The reactants are [Cl:1][C:2]1[CH:7]=[C:6]([OH:8])[CH:5]=[CH:4][C:3]=1[NH:9][C:10](=[O:18])OC1C=CC=CC=1.[CH:19]1([NH2:22])[CH2:21][CH2:20]1.O.Cl. The catalyst is CN(C)C=O.C(OCC)(=O)C. The product is [Cl:1][C:2]1[CH:7]=[C:6]([OH:8])[CH:5]=[CH:4][C:3]=1[NH:9][C:10]([NH:22][CH:19]1[CH2:21][CH2:20]1)=[O:18]. The yield is 0.770.